The task is: Regression/Classification. Given a drug SMILES string, predict its absorption, distribution, metabolism, or excretion properties. Task type varies by dataset: regression for continuous measurements (e.g., permeability, clearance, half-life) or binary classification for categorical outcomes (e.g., BBB penetration, CYP inhibition). For this dataset (clearance_microsome_az), we predict log10(clearance) (log10 of the in vitro intrinsic clearance, CLint, in uL/min per mg of human liver microsomal protein, equivalently mL/min/g; values are censored to the assay range of 3 to 150, which is 0.477 to 2.18 on this log10 scale).. This data is from Microsomal clearance measurements from AstraZeneca. (1) The molecule is Nc1c(C(=O)c2cccc(OC[C@@H](O)CO)c2)cnn1-c1ccc(F)cc1. The log10(clearance) is 0.480. (2) The compound is CCCCCOc1ccc(C(=O)NC(C(=O)O)C(C)C)cc1. The log10(clearance) is 0.740. (3) The drug is CCCc1cc(OCc2ccccc2)cc(=O)n1Cc1ccc(-c2ccccc2-c2nn[nH]n2)cc1. The log10(clearance) is 1.31.